Dataset: Full USPTO retrosynthesis dataset with 1.9M reactions from patents (1976-2016). Task: Predict the reactants needed to synthesize the given product. (1) Given the product [F:23][C:22]1[CH:21]=[C:20]2[C:15]([CH:16]=[CH:17][CH:18]=[N:19]2)=[CH:14][C:13]=1[CH:11]([C:8]1[N:6]2[N:7]=[C:2]([N:30]3[CH2:31][CH2:32][N:27]([C:24](=[O:26])[CH3:25])[CH2:28][CH2:29]3)[CH:3]=[CH:4][C:5]2=[N:10][CH:9]=1)[CH3:12], predict the reactants needed to synthesize it. The reactants are: Cl[C:2]1[CH:3]=[CH:4][C:5]2[N:6]([C:8]([CH:11]([C:13]3[CH:14]=[C:15]4[C:20](=[CH:21][C:22]=3[F:23])[N:19]=[CH:18][CH:17]=[CH:16]4)[CH3:12])=[CH:9][N:10]=2)[N:7]=1.[C:24]([N:27]1[CH2:32][CH2:31][NH:30][CH2:29][CH2:28]1)(=[O:26])[CH3:25]. (2) Given the product [CH2:7]([O:6][C:4](=[O:5])[CH:3]([F:14])[C:2]([C:9]1[O:10][CH:11]=[CH:12][CH:13]=1)=[O:1])[CH3:8], predict the reactants needed to synthesize it. The reactants are: [O:1]=[C:2]([C:9]1[O:10][CH:11]=[CH:12][CH:13]=1)[CH2:3][C:4]([O:6][CH2:7][CH3:8])=[O:5].[F:14][B-](F)(F)F.F[B-](F)(F)F.ClC[N+]12CC[N+](F)(CC1)CC2.